Dataset: TCR-epitope binding with 47,182 pairs between 192 epitopes and 23,139 TCRs. Task: Binary Classification. Given a T-cell receptor sequence (or CDR3 region) and an epitope sequence, predict whether binding occurs between them. (1) The epitope is PKYVKQNTLKLAT. The TCR CDR3 sequence is CASSLGQGEQFF. Result: 1 (the TCR binds to the epitope). (2) Result: 0 (the TCR does not bind to the epitope). The TCR CDR3 sequence is CASSYPGQYGDTEAFF. The epitope is LEPLVDLPI. (3) The epitope is GLNKIVRMY. The TCR CDR3 sequence is CASSLEVTYEQYF. Result: 0 (the TCR does not bind to the epitope). (4) The epitope is NLWNTFTRL. The TCR CDR3 sequence is CASRRGFEQYF. Result: 0 (the TCR does not bind to the epitope). (5) The epitope is FQPTNGVGY. The TCR CDR3 sequence is CASSQGLASTDTQYF. Result: 0 (the TCR does not bind to the epitope). (6) The epitope is ATDALMTGY. The TCR CDR3 sequence is CASSPVLWQPQHF. Result: 0 (the TCR does not bind to the epitope). (7) The epitope is RPRGEVRFL. The TCR CDR3 sequence is CASSSTPLSTDTQYF. Result: 1 (the TCR binds to the epitope). (8) The epitope is YFPLQSYGF. The TCR CDR3 sequence is CASSFNSYEQYF. Result: 1 (the TCR binds to the epitope). (9) The epitope is TAFTIPSI. The TCR CDR3 sequence is CASSPGQISSYEQYF. Result: 0 (the TCR does not bind to the epitope). (10) The epitope is KAYNVTQAF. The TCR CDR3 sequence is CASSPRVARDKDYGYTF. Result: 1 (the TCR binds to the epitope).